From a dataset of Forward reaction prediction with 1.9M reactions from USPTO patents (1976-2016). Predict the product of the given reaction. (1) Given the reactants [Br:1][C:2]1[CH:3]=[CH:4][C:5]2[NH:11][C:10](=S)[CH2:9][CH2:8][C:7](=O)[C:6]=2[CH:14]=1.[C:15]([NH:18][NH2:19])(=[O:17])[CH3:16], predict the reaction product. The product is: [Br:1][C:2]1[CH:3]=[CH:4][C:5]2[N:11]3[C:15]([CH3:16])=[N:18][N:19]=[C:10]3[CH2:9][CH2:8][C:7](=[N:19][NH:18][C:15](=[O:17])[CH3:16])[C:6]=2[CH:14]=1. (2) Given the reactants C(OC([N:8]1[CH2:12][CH2:11][CH:10]([CH:13]([NH:19]C(OC(C)(C)C)=O)[C:14]([C:17]#[N:18])([CH3:16])[CH3:15])[CH2:9]1)=O)(C)(C)C.[ClH:27], predict the reaction product. The product is: [ClH:27].[ClH:27].[NH2:19][CH:13]([CH:10]1[CH2:11][CH2:12][NH:8][CH2:9]1)[C:14]([CH3:16])([CH3:15])[C:17]#[N:18]. (3) Given the reactants [N:1]1[CH:2]=[CH:3][N:4]2[CH:9]=[C:8]([CH2:10][OH:11])[CH:7]=[CH:6][C:5]=12.[B-](F)(F)(F)[F:13].[B-](F)(F)(F)F.C1[N+]2(CCl)CC[N+](F)(CC2)C1.C1COCC1.O, predict the reaction product. The product is: [F:13][C:3]1[N:4]2[CH:9]=[C:8]([CH2:10][OH:11])[CH:7]=[CH:6][C:5]2=[N:1][CH:2]=1. (4) Given the reactants FC(F)(F)C(O)=O.C(OC([N:15]1[CH:24]([C:25]2[NH:26][CH:27]=[C:28]([C:30]3[CH:35]=[CH:34][CH:33]=[CH:32][CH:31]=3)[N:29]=2)[CH2:23][C:22]2[C:17](=[CH:18][CH:19]=[CH:20][CH:21]=2)[CH2:16]1)=O)(C)(C)C, predict the reaction product. The product is: [C:30]1([C:28]2[N:29]=[C:25]([CH:24]3[CH2:23][C:22]4[C:17](=[CH:18][CH:19]=[CH:20][CH:21]=4)[CH2:16][NH:15]3)[NH:26][CH:27]=2)[CH:31]=[CH:32][CH:33]=[CH:34][CH:35]=1. (5) Given the reactants [CH2:1]([O:5][C:6]1[CH:14]=[CH:13][C:9]2[O:10][CH2:11][O:12][C:8]=2[C:7]=1[C:15]1[C:16]2[NH:23][CH:22]=[C:21]([C:24](O)=[O:25])[C:17]=2[N:18]=[CH:19][N:20]=1)[CH2:2][CH2:3][CH3:4].[C:27]([O:31][C:32]([N:34]1[CH2:38][CH2:37][C@@H:36]([NH2:39])[CH2:35]1)=[O:33])([CH3:30])([CH3:29])[CH3:28], predict the reaction product. The product is: [C:27]([O:31][C:32]([N:34]1[CH2:38][CH2:37][C@@H:36]([NH:39][C:24]([C:21]2[C:17]3[N:18]=[CH:19][N:20]=[C:15]([C:7]4[C:8]5[O:12][CH2:11][O:10][C:9]=5[CH:13]=[CH:14][C:6]=4[O:5][CH2:1][CH2:2][CH2:3][CH3:4])[C:16]=3[NH:23][CH:22]=2)=[O:25])[CH2:35]1)=[O:33])([CH3:30])([CH3:28])[CH3:29]. (6) Given the reactants [C:1]([CH2:4][N:5]([CH:18]([CH3:20])[CH3:19])[C:6]([C:8]1[N:9]=[C:10]([N:13]2[CH2:16][CH:15]([OH:17])[CH2:14]2)[S:11][CH:12]=1)=[O:7])(=[O:3])[NH2:2].[CH3:21][S:22](Cl)(=[O:24])=[O:23].C(N(CC)CC)C, predict the reaction product. The product is: [C:1]([CH2:4][N:5]([CH:18]([CH3:20])[CH3:19])[C:6]([C:8]1[N:9]=[C:10]([N:13]2[CH2:14][CH:15]([O:17][S:22]([CH3:21])(=[O:24])=[O:23])[CH2:16]2)[S:11][CH:12]=1)=[O:7])(=[O:3])[NH2:2].[C:1]([CH2:4][N:5]([CH:18]([CH3:20])[CH3:19])[C:6]([C:8]1[N:9]=[C:10]([N:13]2[CH2:16][CH:15]([O:17][S:22]([CH3:21])(=[O:24])=[O:23])[CH2:14]2)[S:11][CH:12]=1)=[O:7])#[N:2]. (7) Given the reactants [OH:1][CH2:2][CH2:3][NH:4][S:5]([C:8]1[CH:13]=[CH:12][CH:11]=[C:10](B2OC(C)(C)C(C)(C)O2)[CH:9]=1)(=[O:7])=[O:6].Br[C:24]1[N:29]=[C:28]([NH:30][C:31]2[CH:35]=[C:34]([CH:36]3[CH2:38][CH2:37]3)[NH:33][N:32]=2)[C:27]([C:39]#[C:40][Si](C)(C)C)=[CH:26][N:25]=1.C1(C2NN=C(NC3C(C#C)=CN=C(C4C=C(S(N)(=O)=O)C=CC=4)N=3)C=2)CC1, predict the reaction product. The product is: [CH:36]1([C:34]2[CH:35]=[C:31]([NH:30][C:28]3[C:27]([C:39]#[CH:40])=[CH:26][N:25]=[C:24]([C:10]4[CH:9]=[C:8]([S:5]([NH:4][CH2:3][CH2:2][OH:1])(=[O:6])=[O:7])[CH:13]=[CH:12][CH:11]=4)[N:29]=3)[NH:32][N:33]=2)[CH2:38][CH2:37]1. (8) Given the reactants Br[C:2]1[CH:11]=[C:10]2[C:5]([C:6](=[O:17])[N:7]3[CH2:16][CH2:15][CH2:14][CH2:13][CH2:12][C:8]3=[N:9]2)=[CH:4][CH:3]=1.C([O-])([O-])=O.[Cs+].[Cs+].C1C=CC(P(C2C=CC=CC=2)C2C=CC=CC=2)=CC=1.[CH2:43]=[CH:44][C:45]1[CH:50]=[CH:49][CH:48]=[CH:47][CH:46]=1, predict the reaction product. The product is: [CH:43](/[C:2]1[CH:11]=[C:10]2[C:5]([C:6](=[O:17])[N:7]3[CH2:16][CH2:15][CH2:14][CH2:13][CH2:12][C:8]3=[N:9]2)=[CH:4][CH:3]=1)=[CH:44]\[C:45]1[CH:50]=[CH:49][CH:48]=[CH:47][CH:46]=1.